Task: Predict the product of the given reaction.. Dataset: Forward reaction prediction with 1.9M reactions from USPTO patents (1976-2016) (1) Given the reactants [NH:1]1[C:5]2[CH:6]=[CH:7][CH:8]=[CH:9][C:4]=2[N:3]=[C:2]1[CH:10]([NH2:20])[CH2:11][C:12]1[CH:17]=[CH:16][C:15]([O:18][CH3:19])=[CH:14][CH:13]=1.[CH:21]1([C:24]2[O:28][N:27]=[C:26]([CH2:29][NH2:30])[CH:25]=2)[CH2:23][CH2:22]1.[C:31](O)(C(F)(F)F)=[O:32], predict the reaction product. The product is: [NH:1]1[C:5]2[CH:6]=[CH:7][CH:8]=[CH:9][C:4]=2[N:3]=[C:2]1[CH:10]([NH:20][C:31]([NH:30][CH2:29][C:26]1[CH:25]=[C:24]([CH:21]2[CH2:23][CH2:22]2)[O:28][N:27]=1)=[O:32])[CH2:11][C:12]1[CH:17]=[CH:16][C:15]([O:18][CH3:19])=[CH:14][CH:13]=1. (2) Given the reactants [CH2:1]([S:4]([NH2:7])(=[O:6])=[O:5])[CH2:2][CH3:3].[H-].[Na+].[NH2:10][C:11]1[C:18]([Cl:19])=[CH:17][CH:16]=[C:15](F)[C:12]=1[C:13]#[N:14], predict the reaction product. The product is: [NH2:10][C:11]1[C:12]([C:13]#[N:14])=[C:15]([NH:7][S:4]([CH2:1][CH2:2][CH3:3])(=[O:6])=[O:5])[CH:16]=[CH:17][C:18]=1[Cl:19]. (3) Given the reactants [Cl:1][C:2]1[CH:7]=[CH:6][C:5]([NH:8][C:9]([C:11]2[O:12][C:13]([CH3:16])=[CH:14][CH:15]=2)=[O:10])=[CH:4][C:3]=1[C:17]1[N:18]=[C:19]2[N:24]=[CH:23][C:22]([C:25]3[CH:30]=[CH:29][C:28]([N:31](C)[C:32](=O)OC(C)(C)C)=[CH:27][CH:26]=3)=[CH:21][N:20]2[CH:40]=1.Cl.O1CCOCC1, predict the reaction product. The product is: [Cl:1][C:2]1[CH:7]=[CH:6][C:5]([NH:8][C:9]([C:11]2[O:12][C:13]([CH3:16])=[CH:14][CH:15]=2)=[O:10])=[CH:4][C:3]=1[C:17]1[N:18]=[C:19]2[N:24]=[CH:23][C:22]([C:25]3[CH:30]=[CH:29][C:28]([NH:31][CH3:32])=[CH:27][CH:26]=3)=[CH:21][N:20]2[CH:40]=1. (4) Given the reactants [Br:1][C:2]1[CH:14]=[C:13]2[C:5]([C:6]3[CH:7]=[CH:8][C:9]([NH2:15])=[CH:10][C:11]=3[CH2:12]2)=[CH:4][CH:3]=1.I[CH2:17][CH2:18][CH2:19][CH3:20], predict the reaction product. The product is: [Br:1][C:2]1[CH:14]=[C:13]2[C:5]([C:6]3[CH:7]=[CH:8][C:9]([N:15]([CH2:4][CH2:3][CH2:2][CH3:14])[CH2:10][CH2:9][CH2:8][CH3:7])=[CH:10][C:11]=3[C:12]2([CH2:13][CH2:5][CH2:6][CH3:11])[CH2:17][CH2:18][CH2:19][CH3:20])=[CH:4][CH:3]=1. (5) Given the reactants [O:1]=[C:2]1[NH:7][CH2:6][CH2:5][N:4]([C:8]([O:10][CH2:11][C:12]2[CH:17]=[CH:16][CH:15]=[CH:14][CH:13]=2)=[O:9])[CH2:3]1.Br.Br[CH2:20][C:21]1[CH:22]=[N:23][CH:24]=[CH:25][CH:26]=1.CN(C=O)C.[H-].[Na+], predict the reaction product. The product is: [O:1]=[C:2]1[N:7]([CH2:20][C:21]2[CH:22]=[N:23][CH:24]=[CH:25][CH:26]=2)[CH2:6][CH2:5][N:4]([C:8]([O:10][CH2:11][C:12]2[CH:17]=[CH:16][CH:15]=[CH:14][CH:13]=2)=[O:9])[CH2:3]1. (6) Given the reactants [NH2:1][CH:2]([CH2:5][CH3:6])[CH2:3][CH3:4].Cl[C:8]1[N:13]2[N:14]=[C:15]([CH3:26])[C:16]([C:17]3[C:22]([CH3:23])=[CH:21][C:20]([CH3:24])=[CH:19][C:18]=3[CH3:25])=[C:12]2[N:11]=[C:10]([CH3:27])[C:9]=1[C:28]([O:30][CH2:31][CH3:32])=[O:29], predict the reaction product. The product is: [CH2:3]([CH:2]([NH:1][C:8]1[N:13]2[N:14]=[C:15]([CH3:26])[C:16]([C:17]3[C:22]([CH3:23])=[CH:21][C:20]([CH3:24])=[CH:19][C:18]=3[CH3:25])=[C:12]2[N:11]=[C:10]([CH3:27])[C:9]=1[C:28]([O:30][CH2:31][CH3:32])=[O:29])[CH2:5][CH3:6])[CH3:4]. (7) Given the reactants [CH:1]1[C:10]2[C:5](=[CH:6][CH:7]=[CH:8][CH:9]=2)[CH:4]=[CH:3][C:2]=1[C:11]([C:13]1[CH:41]=[CH:40][C:16]2[N:17]([CH2:21][CH2:22][O:23][C:24]3[CH:39]=[CH:38][C:27]([CH2:28][CH:29]([C:34]([O:36][CH3:37])=[O:35])[C:30]([O:32][CH3:33])=[O:31])=[CH:26][CH:25]=3)[C:18](=[O:20])[S:19][C:15]=2[CH:14]=1)=O, predict the reaction product. The product is: [CH:1]1[C:10]2[C:5](=[CH:6][CH:7]=[CH:8][CH:9]=2)[CH:4]=[CH:3][C:2]=1[CH2:11][C:13]1[CH:41]=[CH:40][C:16]2[N:17]([CH2:21][CH2:22][O:23][C:24]3[CH:39]=[CH:38][C:27]([CH2:28][CH:29]([C:34]([O:36][CH3:37])=[O:35])[C:30]([O:32][CH3:33])=[O:31])=[CH:26][CH:25]=3)[C:18](=[O:20])[S:19][C:15]=2[CH:14]=1.